Dataset: Forward reaction prediction with 1.9M reactions from USPTO patents (1976-2016). Task: Predict the product of the given reaction. Given the reactants C([SiH](CC)CC)C.FC(F)(F)C(O)=O.[CH3:15][C:16]1[CH:25]=[C:24]2[C:18](=[CH:19][CH:20]=[CH:21][CH:22]=[CH:23]2)[C:17]=1[CH:26]([C:28]1[S:29][CH:30]=[C:31]([CH3:33])[N:32]=1)O.[OH-].[K+], predict the reaction product. The product is: [CH3:33][C:31]1[N:32]=[C:28]([CH2:26][C:17]2[C:18]3[C:24]([CH:23]=[CH:22][CH:21]=[CH:20][CH:19]=3)=[CH:25][C:16]=2[CH3:15])[S:29][CH:30]=1.